Predict the reaction yield, written as a fraction of the theoretical maximum amount of product (1.0 means a 100% yield; for example, 0.34 means a 34% yield). From a dataset of Reaction yield outcomes from USPTO patents with 853,638 reactions. (1) The reactants are C(OC(=O)COC1C=CC(Cl)=CC=1C#CC1C=CC=C(S(CCC)(=O)=O)C=1)(C)(C)C.[C:31]([O:35][C:36](=[O:48])[CH2:37][O:38][C:39]1[CH:44]=[CH:43][C:42]([Cl:45])=[CH:41][C:40]=1[C:46]#[CH:47])([CH3:34])([CH3:33])[CH3:32].[CH3:49][C:50]1[CH:55]=[CH:54][C:53]([S:56]([N:59]2[CH2:64][CH2:63][O:62][CH2:61][CH2:60]2)(=[O:58])=[O:57])=[CH:52][C:51]=1Br. No catalyst specified. The product is [C:31]([O:35][C:36](=[O:48])[CH2:37][O:38][C:39]1[CH:44]=[CH:43][C:42]([Cl:45])=[CH:41][C:40]=1[C:46]#[C:47][C:51]1[CH:52]=[C:53]([S:56]([N:59]2[CH2:64][CH2:63][O:62][CH2:61][CH2:60]2)(=[O:58])=[O:57])[CH:54]=[CH:55][C:50]=1[CH3:49])([CH3:34])([CH3:33])[CH3:32]. The yield is 0.810. (2) The reactants are CN(C)/[CH:3]=[CH:4]/[C:5]1[C:6]([N+:19]([O-])=O)=[C:7]([C:13]([N+:16]([O-])=O)=[CH:14][CH:15]=1)[C:8]([O:10][CH2:11][CH3:12])=[O:9]. The catalyst is [Ni].CCO. The product is [NH2:16][C:13]1[C:7]([C:8]([O:10][CH2:11][CH3:12])=[O:9])=[C:6]2[C:5]([CH:4]=[CH:3][NH:19]2)=[CH:15][CH:14]=1. The yield is 0.160. (3) The reactants are [F:1][C:2]([F:20])([O:7][C:8]1[CH:13]=[CH:12][C:11]([N:14]2[CH:18]=[N:17][C:16](O)=[N:15]2)=[CH:10][CH:9]=1)[C:3]([F:6])([F:5])[F:4].P(Br)(Br)([Br:23])=O. No catalyst specified. The product is [Br:23][C:16]1[N:17]=[CH:18][N:14]([C:11]2[CH:12]=[CH:13][C:8]([O:7][C:2]([F:20])([F:1])[C:3]([F:6])([F:5])[F:4])=[CH:9][CH:10]=2)[N:15]=1. The yield is 0.120. (4) The reactants are [CH3:1][C:2]([CH3:6])([CH3:5])[CH2:3][OH:4].[H-].[Na+].Cl[C:10]1[N:18]=[C:17]2[C:13]([N:14]=[CH:15][N:16]2[CH:19]2[CH2:24][CH2:23][CH2:22][CH2:21][O:20]2)=[C:12]([N:25]2[CH2:29][CH2:28][C:27]([F:31])([F:30])[CH2:26]2)[N:11]=1. No catalyst specified. The product is [F:31][C:27]1([F:30])[CH2:28][CH2:29][N:25]([C:12]2[N:11]=[C:10]([O:4][CH2:3][C:2]([CH3:6])([CH3:5])[CH3:1])[N:18]=[C:17]3[C:13]=2[N:14]=[CH:15][N:16]3[CH:19]2[CH2:24][CH2:23][CH2:22][CH2:21][O:20]2)[CH2:26]1. The yield is 0.350. (5) The reactants are Cl[CH:2]([CH3:15])[C:3]([C:5]1[CH:10]=[CH:9][C:8]([NH:11][C:12](=[O:14])[CH3:13])=[CH:7][CH:6]=1)=[O:4].Cl.[CH3:17][NH:18][CH3:19].C([O-])([O-])=O.[K+].[K+].O. The catalyst is CC#N. The product is [CH3:17][N:18]([CH3:19])[CH:2]([CH3:15])[C:3]([C:5]1[CH:10]=[CH:9][C:8]([NH:11][C:12](=[O:14])[CH3:13])=[CH:7][CH:6]=1)=[O:4]. The yield is 0.890. (6) The catalyst is [C-]#N.[C-]#N.[Zn+2].C1C=CC(/C=C/C(/C=C/C2C=CC=CC=2)=O)=CC=1.C1C=CC(/C=C/C(/C=C/C2C=CC=CC=2)=O)=CC=1.C1C=CC(/C=C/C(/C=C/C2C=CC=CC=2)=O)=CC=1.[Pd].[Pd].C1C=CC(P(C2C=CC=CC=2)[C-]2C=CC=C2)=CC=1.C1C=CC(P(C2C=CC=CC=2)[C-]2C=CC=C2)=CC=1.[Fe+2]. The yield is 0.720. The product is [CH3:17][N:14]1[CH2:13][CH2:12][C:11](=[C:10]2[C:9]3[CH:18]=[CH:19][CH:20]=[CH:21][C:8]=3[CH2:7][O:6][C:5]3[CH:22]=[CH:23][C:2]([C:24]#[N:25])=[CH:3][C:4]2=3)[CH2:16][CH2:15]1. The reactants are Br[C:2]1[CH:23]=[CH:22][C:5]2[O:6][CH2:7][C:8]3[CH:21]=[CH:20][CH:19]=[CH:18][C:9]=3[C:10](=[C:11]3[CH2:16][CH2:15][N:14]([CH3:17])[CH2:13][CH2:12]3)[C:4]=2[CH:3]=1.[CH3:24][N:25](C=O)C. (7) The reactants are [Cl:1][C:2]1[C:3]([C:26]2[N:30]3[CH:31]=[CH:32][CH:33]=[C:34]([F:35])[C:29]3=[N:28][CH:27]=2)=[N:4][C:5]([NH:8][C:9]2[CH:14]=[CH:13][C:12]([N:15]3[CH2:20][CH2:19][CH:18]([C:21](O)=[O:22])[CH2:17][CH2:16]3)=[CH:11][C:10]=2[O:24][CH3:25])=[N:6][CH:7]=1.[CH3:36][N:37](C(ON1N=NC2C=CC=NC1=2)=[N+](C)C)C.F[P-](F)(F)(F)(F)F.C(N(C(C)C)C(C)C)C.Cl.CN. The catalyst is CN(C=O)C. The product is [Cl:1][C:2]1[C:3]([C:26]2[N:30]3[CH:31]=[CH:32][CH:33]=[C:34]([F:35])[C:29]3=[N:28][CH:27]=2)=[N:4][C:5]([NH:8][C:9]2[CH:14]=[CH:13][C:12]([N:15]3[CH2:20][CH2:19][CH:18]([C:21]([NH:37][CH3:36])=[O:22])[CH2:17][CH2:16]3)=[CH:11][C:10]=2[O:24][CH3:25])=[N:6][CH:7]=1. The yield is 0.680.